This data is from Catalyst prediction with 721,799 reactions and 888 catalyst types from USPTO. The task is: Predict which catalyst facilitates the given reaction. Reactant: B([O-])([O-])O[NH:3][C:4]1[CH:9]=[CH:8][CH:7]=[CH:6][CH:5]=1.[Cl:12][C:13]1[C:14]2[C:21](I)=[CH:20][N:19]([CH:23]3[CH2:27][CH2:26][CH2:25][CH2:24]3)[C:15]=2[N:16]=[CH:17][N:18]=1.C(=O)([O-])[O-].[Na+].[Na+]. Product: [Cl:12][C:13]1[C:14]2[C:21]([C:7]3[CH:8]=[CH:9][C:4]([NH2:3])=[CH:5][CH:6]=3)=[CH:20][N:19]([CH:23]3[CH2:27][CH2:26][CH2:25][CH2:24]3)[C:15]=2[N:16]=[CH:17][N:18]=1. The catalyst class is: 108.